This data is from Reaction yield outcomes from USPTO patents with 853,638 reactions. The task is: Predict the reaction yield, written as a fraction of the theoretical maximum amount of product (1.0 means a 100% yield; for example, 0.34 means a 34% yield). (1) The reactants are Br[C:2]1[CH:3]=[CH:4][N:5]=[C:6]2[C:11]=1[N:10]=[C:9]([O:12][CH3:13])[CH:8]=[CH:7]2.[NH:14]1[CH2:19][CH2:18][NH:17][CH2:16][CH2:15]1. The catalyst is C(O)CCCC. The product is [CH3:13][O:12][C:9]1[CH:8]=[CH:7][C:6]2[C:11](=[C:2]([N:14]3[CH2:19][CH2:18][NH:17][CH2:16][CH2:15]3)[CH:3]=[CH:4][N:5]=2)[N:10]=1. The yield is 0.960. (2) The product is [CH3:14][O:13][C:10]1[N:11]=[C:12]2[C:7](=[CH:8][CH:9]=1)[N:6]=[CH:5][CH:4]=[C:3]2[C:1]1[N:17]=[N:16][N:15]([CH2:18][CH2:19][CH2:20][N:21]2[C:29](=[O:30])[C:28]3[C:23](=[CH:24][CH:25]=[CH:26][CH:27]=3)[C:22]2=[O:31])[CH:2]=1. The reactants are [C:1]([C:3]1[CH:4]=[CH:5][N:6]=[C:7]2[C:12]=1[N:11]=[C:10]([O:13][CH3:14])[CH:9]=[CH:8]2)#[CH:2].[N:15]([CH2:18][CH2:19][CH2:20][N:21]1[C:29](=[O:30])[C:28]2[C:23](=[CH:24][CH:25]=[CH:26][CH:27]=2)[C:22]1=[O:31])=[N+:16]=[N-:17]. The catalyst is C1(C)C=CC=CC=1. The yield is 0.460. (3) The reactants are [CH3:1][Si:2](Cl)([CH3:4])[CH3:3].[O:6]=[C:7]1[CH2:12][CH2:11][N:10]([C:13]([O:15][C:16]([CH3:19])([CH3:18])[CH3:17])=[O:14])[CH2:9][CH2:8]1.CCN(CC)CC. The catalyst is O1CCOCC1. The product is [CH3:1][Si:2]([CH3:4])([CH3:3])[O:6][C:7]1[CH2:12][CH2:11][N:10]([C:13]([O:15][C:16]([CH3:19])([CH3:18])[CH3:17])=[O:14])[CH2:9][CH:8]=1. The yield is 0.850. (4) The reactants are [CH2:1]([O:8][C:9]([NH:11][CH2:12][C@H:13]([NH:29][CH3:30])[CH2:14][O:15][C:16](=[O:28])[NH:17][C:18]1[N:19]=[CH:20][C:21]2[C:26]([CH:27]=1)=[CH:25][CH:24]=[CH:23][CH:22]=2)=[O:10])[C:2]1[CH:7]=[CH:6][CH:5]=[CH:4][CH:3]=1.[Cl:31][C:32]1[C:51]([F:52])=[CH:50][CH:49]=[CH:48][C:33]=1[CH2:34][NH:35][C:36](=[O:47])OC1C=CC([N+]([O-])=O)=CC=1.CCN(C(C)C)C(C)C. The catalyst is C1COCC1. The product is [CH2:1]([O:8][C:9]([NH:11][CH2:12][C@H:13]([N:29]([CH3:30])[C:36]([NH:35][CH2:34][C:33]1[CH:48]=[CH:49][CH:50]=[C:51]([F:52])[C:32]=1[Cl:31])=[O:47])[CH2:14][O:15][C:16](=[O:28])[NH:17][C:18]1[N:19]=[CH:20][C:21]2[C:26]([CH:27]=1)=[CH:25][CH:24]=[CH:23][CH:22]=2)=[O:10])[C:2]1[CH:3]=[CH:4][CH:5]=[CH:6][CH:7]=1. The yield is 0.710. (5) The reactants are [Cl:1][C:2]1[C:3]([NH:20][C:21]2[CH:25]=[C:24]([CH:26]3[CH2:28][CH2:27]3)[NH:23][N:22]=2)=[N:4][C:5]([C:8]2[S:12][C:11]([CH:13]([OH:19])[C:14]([O:16][CH2:17][CH3:18])=[O:15])=[CH:10][CH:9]=2)=[N:6][CH:7]=1. The catalyst is CS(C)=O.C(OCC)(=O)C. The product is [Cl:1][C:2]1[C:3]([NH:20][C:21]2[CH:25]=[C:24]([CH:26]3[CH2:28][CH2:27]3)[NH:23][N:22]=2)=[N:4][C:5]([C:8]2[S:12][C:11]([C:13](=[O:19])[C:14]([O:16][CH2:17][CH3:18])=[O:15])=[CH:10][CH:9]=2)=[N:6][CH:7]=1. The yield is 0.908. (6) The reactants are Br[C:2]1[CH:7]=[CH:6][CH:5]=[CH:4][C:3]=1[O:8][CH3:9].[Li]CCCC.[Cl:15][C:16]1[CH:27]=[CH:26][C:19]([C:20](N(OC)C)=[O:21])=[CH:18][N:17]=1. The catalyst is C1COCC1. The product is [Cl:15][C:16]1[N:17]=[CH:18][C:19]([C:20]([C:2]2[CH:7]=[CH:6][CH:5]=[CH:4][C:3]=2[O:8][CH3:9])=[O:21])=[CH:26][CH:27]=1. The yield is 0.476. (7) The yield is 0.0500. The product is [CH2:39]([S:46]([N:49]1[CH:53]=[CH:52][C:51]([NH:54][C:8](=[O:10])[C:6]2[CH:5]=[CH:4][CH:3]=[C:2]([F:1])[N:7]=2)=[CH:50]1)(=[O:48])=[O:47])[C:40]1[CH:45]=[CH:44][CH:43]=[CH:42][CH:41]=1. The reactants are [F:1][C:2]1[N:7]=[C:6]([C:8]([OH:10])=O)[CH:5]=[CH:4][CH:3]=1.F[P-](F)(F)(F)(F)F.ClC(=[N+]1CCCC1)N1CCCC1.C(N(C(C)C)CC)(C)C.[CH2:39]([S:46]([N:49]1[CH:53]=[CH:52][C:51]([NH2:54])=[CH:50]1)(=[O:48])=[O:47])[C:40]1[CH:45]=[CH:44][CH:43]=[CH:42][CH:41]=1. The catalyst is ClCCCl.